Dataset: Full USPTO retrosynthesis dataset with 1.9M reactions from patents (1976-2016). Task: Predict the reactants needed to synthesize the given product. (1) Given the product [S:36]([OH:40])([OH:39])(=[O:38])=[O:37].[F:5][C:6]1[CH:7]=[CH:8][C:9]([C:12]2[C:16]([C:17]3[CH:22]=[CH:21][N:20]=[C:19]([NH:23][CH2:24][C:25]([F:27])([F:26])[F:28])[CH:18]=3)=[CH:15][N:14]([C:29]3[CH:34]=[CH:33][C:32](=[O:35])[NH:31][N:30]=3)[N:13]=2)=[CH:10][CH:11]=1, predict the reactants needed to synthesize it. The reactants are: CS(C)=O.[F:5][C:6]1[CH:11]=[CH:10][C:9]([C:12]2[C:16]([C:17]3[CH:22]=[CH:21][N:20]=[C:19]([NH:23][CH2:24][C:25]([F:28])([F:27])[F:26])[CH:18]=3)=[CH:15][N:14]([C:29]3[CH:34]=[CH:33][C:32](=[O:35])[NH:31][N:30]=3)[N:13]=2)=[CH:8][CH:7]=1.[S:36](=[O:40])(=[O:39])([OH:38])[OH:37]. (2) Given the product [F:8][C:9]1[CH:14]=[CH:13][C:12]([S:15]([N:2]2[CH2:3][CH2:4][S:15][C:12]([CH3:13])([CH3:11])[C@@H:7]2[C:6]([OH:5])=[O:19])(=[O:17])=[O:16])=[CH:11][CH:10]=1, predict the reactants needed to synthesize it. The reactants are: C[N:2]1[CH2:7][CH2:6][O:5][CH2:4][CH2:3]1.[F:8][C:9]1[CH:14]=[CH:13][C:12]([S:15](Cl)(=[O:17])=[O:16])=[CH:11][CH:10]=1.[OH2:19]. (3) Given the product [C:30]([NH:1][C:2]1[CH:3]=[CH:4][C:5]([O:28][CH3:29])=[C:6]([CH2:8][CH2:9][N:10]2[CH2:15][CH2:14][CH:13]([N:16]3[C:24]4[C:19](=[CH:20][CH:21]=[C:22]([C:25]([NH2:27])=[O:26])[CH:23]=4)[CH:18]=[CH:17]3)[CH2:12][CH2:11]2)[CH:7]=1)(=[O:32])[CH3:31], predict the reactants needed to synthesize it. The reactants are: [NH2:1][C:2]1[CH:3]=[CH:4][C:5]([O:28][CH3:29])=[C:6]([CH2:8][CH2:9][N:10]2[CH2:15][CH2:14][CH:13]([N:16]3[C:24]4[C:19](=[CH:20][CH:21]=[C:22]([C:25]([NH2:27])=[O:26])[CH:23]=4)[CH:18]=[CH:17]3)[CH2:12][CH2:11]2)[CH:7]=1.[C:30](OC(=O)C)(=[O:32])[CH3:31].N1C=CC=CC=1. (4) Given the product [CH2:1]([C:3]1[S:7][C:6](=[NH:8])[N:5]([CH2:10][CH:11]2[CH2:15][CH2:14][CH2:13][O:12]2)[CH:4]=1)[CH3:2], predict the reactants needed to synthesize it. The reactants are: [CH2:1]([C:3]1[S:7][C:6]([NH2:8])=[N:5][CH:4]=1)[CH3:2].Br[CH2:10][CH:11]1[CH2:15][CH2:14][CH2:13][O:12]1. (5) The reactants are: [Br:1][C:2]1[CH:3]=[C:4]2[C:8](=[CH:9][CH:10]=1)[CH2:7][NH:6][CH2:5]2.[CH2:11]([N:13](CC)CC)C.BrCC#N.O. Given the product [Br:1][C:2]1[CH:3]=[C:4]2[C:8](=[CH:9][CH:10]=1)[CH2:7][N:6]([C:11]#[N:13])[CH2:5]2, predict the reactants needed to synthesize it.